From a dataset of Full USPTO retrosynthesis dataset with 1.9M reactions from patents (1976-2016). Predict the reactants needed to synthesize the given product. (1) Given the product [ClH:16].[NH2:10][CH2:9][CH2:8][CH2:7][CH:5]([OH:6])[CH2:4][OH:3], predict the reactants needed to synthesize it. The reactants are: CC1(C)[O:6][CH:5]([CH2:7][CH2:8][CH2:9][N:10](C=O)C=O)[CH2:4][O:3]1.[ClH:16]. (2) The reactants are: [O-]P([O-])([O-])=O.[K+].[K+].[K+].Br[C:10]1[N:15]=[N:14][C:13]([NH2:16])=[CH:12][CH:11]=1.[Cl-].[CH3:18][NH+:19]1[CH2:24][CH:23]=[C:22](B2OC(C)(C)C(C)(C)O2)[CH2:21][CH2:20]1.CC(C1C=C(C(C)C)C(C2C=CC=CC=2P(C2CCCCC2)C2CCCCC2)=C(C(C)C)C=1)C. Given the product [CH3:18][N:19]1[CH2:20][CH:21]=[C:22]([C:10]2[N:15]=[N:14][C:13]([NH2:16])=[CH:12][CH:11]=2)[CH2:23][CH2:24]1, predict the reactants needed to synthesize it. (3) Given the product [Br:6][C:7]1[CH:8]=[C:9]([NH:13][CH2:14][CH2:15][CH2:16][N:17]2[CH2:21][CH2:20][CH2:19][CH2:18]2)[CH:10]=[CH:11][CH:12]=1, predict the reactants needed to synthesize it. The reactants are: O1CCCC1.[Br:6][C:7]1[CH:8]=[C:9]([NH:13][C:14](=O)[CH2:15][CH2:16][N:17]2[CH2:21][CH2:20][CH2:19][CH2:18]2)[CH:10]=[CH:11][CH:12]=1. (4) Given the product [CH:1]1([N:5]2[CH2:6][CH2:7][C:8]3([CH2:15][CH2:14][N:13]([C:17]4[CH:26]=[CH:25][C:20]5[N:21]([CH3:24])[CH:22]=[N:23][C:19]=5[CH:18]=4)[CH2:12][CH2:11]3)[CH2:9][CH2:10]2)[CH2:4][CH2:3][CH2:2]1, predict the reactants needed to synthesize it. The reactants are: [CH:1]1([N:5]2[CH2:10][CH2:9][C:8]3([CH2:15][CH2:14][NH:13][CH2:12][CH2:11]3)[CH2:7][CH2:6]2)[CH2:4][CH2:3][CH2:2]1.Br[C:17]1[CH:26]=[CH:25][C:20]2[N:21]([CH3:24])[CH:22]=[N:23][C:19]=2[CH:18]=1.CC([O-])(C)C.[K+]. (5) Given the product [Si:1]([O:8][CH2:9][CH:10]([NH:28][C:29](=[O:35])[O:30][C:31]([CH3:33])([CH3:34])[CH3:32])[C:11]1[O:12][C:15]([C:16]2[CH:17]=[N:18][C:19]([Cl:26])=[CH:20][C:21]=2[NH:22][CH:23]([CH3:24])[CH3:25])=[N:14][N:13]=1)([C:4]([CH3:5])([CH3:7])[CH3:6])([CH3:3])[CH3:2], predict the reactants needed to synthesize it. The reactants are: [Si:1]([O:8][CH2:9][CH:10]([NH:28][C:29](=[O:35])[O:30][C:31]([CH3:34])([CH3:33])[CH3:32])[C:11]([NH:13][NH:14][C:15](=O)[C:16]1[C:21]([NH:22][CH:23]([CH3:25])[CH3:24])=[CH:20][C:19]([Cl:26])=[N:18][CH:17]=1)=[O:12])([C:4]([CH3:7])([CH3:6])[CH3:5])([CH3:3])[CH3:2].C1(P(C2C=CC=CC=2)C2C=CC=CC=2)C=CC=CC=1.CCN(CC)CC.C(Cl)(Cl)(Cl)Cl. (6) Given the product [Cl:1][C:2]1[CH:7]=[CH:6][CH:5]=[CH:4][C:3]=1[C:8]1[C:12]([C:13]([N:33]2[CH2:32][CH2:31][N:30]([C:36]([O:38][C:39]([CH3:42])([CH3:41])[CH3:40])=[O:37])[CH2:35][CH2:34]2)=[O:15])=[C:11]([CH3:16])[O:10][N:9]=1, predict the reactants needed to synthesize it. The reactants are: [Cl:1][C:2]1[CH:7]=[CH:6][CH:5]=[CH:4][C:3]=1[C:8]1[C:12]([C:13]([OH:15])=O)=[C:11]([CH3:16])[O:10][N:9]=1.C(Cl)(=O)C(Cl)=O.C(N(CC)CC)C.[N:30]1([C:36]([O:38][C:39]([CH3:42])([CH3:41])[CH3:40])=[O:37])[CH2:35][CH2:34][NH:33][CH2:32][CH2:31]1. (7) Given the product [CH3:1][O:2][C@H:3]1[C@@H:8]([NH:9][C@@H:10]2[CH2:27][C@H:13]3[CH2:14][NH:15][CH2:16][C@@:12]3([C:28]([N:30]3[CH2:39][CH2:38][C:37]4[N:36]=[CH:35][C:34]([C:40]([F:43])([F:41])[F:42])=[CH:33][C:32]=4[CH2:31]3)=[O:29])[CH2:11]2)[CH2:7][CH2:6][O:5][CH2:4]1, predict the reactants needed to synthesize it. The reactants are: [CH3:1][O:2][CH:3]1[CH:8]([NH:9][C@@H:10]2[CH2:27][C@H:13]3[CH2:14][N:15](C(OCC4C=CC=CC=4)=O)[CH2:16][C@@:12]3([C:28]([N:30]3[CH2:39][CH2:38][C:37]4[N:36]=[CH:35][C:34]([C:40]([F:43])([F:42])[F:41])=[CH:33][C:32]=4[CH2:31]3)=[O:29])[CH2:11]2)[CH2:7][CH2:6][O:5][CH2:4]1.